From a dataset of Reaction yield outcomes from USPTO patents with 853,638 reactions. Predict the reaction yield, written as a fraction of the theoretical maximum amount of product (1.0 means a 100% yield; for example, 0.34 means a 34% yield). (1) The reactants are [H-].[Na+].[Br:3][C:4]1[CH:17]=[N:16][C:7]2[NH:8][C:9]3[CH:14]=[N:13][CH:12]=[C:11]([OH:15])[C:10]=3[C:6]=2[CH:5]=1.Cl[C:19]([O:21][CH2:22][C:23]1[CH:28]=[CH:27][CH:26]=[CH:25][CH:24]=1)=[O:20]. The catalyst is CN(C=O)C. The product is [CH2:22]([O:21][C:19]([N:8]1[C:9]2[CH:14]=[N:13][CH:12]=[C:11]([OH:15])[C:10]=2[C:6]2[CH:5]=[C:4]([Br:3])[CH:17]=[N:16][C:7]1=2)=[O:20])[C:23]1[CH:28]=[CH:27][CH:26]=[CH:25][CH:24]=1. The yield is 0.170. (2) The yield is 0.510. The reactants are Br[C:2]1[C:3]([N:17]2[CH2:22][CH2:21][CH2:20][C@@H:19]([NH:23]C(=O)OC(C)(C)C)[CH2:18]2)=[C:4]2[C:10]([NH:11][C:12]([CH:14]3[CH2:16][CH2:15]3)=[O:13])=[CH:9][NH:8][C:5]2=[N:6][CH:7]=1.CC1(C)C2C=CC=C(P(C3C=CC=CC=3)C3C=CC=CC=3)C=2OC2C1=CC=CC=2P(C1C=CC=CC=1)C1C=CC=CC=1.[CH3:73][CH:74]([SH:76])[CH3:75].C(N(C(C)C)C(C)C)C.C(Cl)[Cl:87]. The product is [ClH:87].[NH2:23][C@@H:19]1[CH2:20][CH2:21][CH2:22][N:17]([C:3]2[C:2]([S:76][CH:74]([CH3:75])[CH3:73])=[CH:7][N:6]=[C:5]3[NH:8][CH:9]=[C:10]([NH:11][C:12]([CH:14]4[CH2:16][CH2:15]4)=[O:13])[C:4]=23)[CH2:18]1. The catalyst is O1CCOCC1.C1C=CC(/C=C/C(/C=C/C2C=CC=CC=2)=O)=CC=1.C1C=CC(/C=C/C(/C=C/C2C=CC=CC=2)=O)=CC=1.C1C=CC(/C=C/C(/C=C/C2C=CC=CC=2)=O)=CC=1.[Pd].[Pd].O. (3) The reactants are CS(O[CH2:6][CH2:7][CH2:8][C:9]1[CH:14]=[CH:13][C:12]([C:15]2[CH:20]=[CH:19][CH:18]=[C:17]([N:21]3[C:26]4[N:27]=[CH:28][C:29]([F:31])=[CH:30][C:25]=4[C:24](=[O:32])[N:23]([C@H:33]4[CH2:38][CH2:37][C@@H:36]([NH:39][C:40]([C:42]5[N:43]=[C:44]6[CH:49]=[CH:48][C:47]([F:50])=[CH:46][N:45]6[CH:51]=5)=[O:41])[CH2:35][CH2:34]4)[C:22]3=[O:52])[CH:16]=2)=[CH:11][CH:10]=1)(=O)=O.[CH:53]([NH2:56])([CH3:55])[CH3:54].C(=O)([O-])[O-].[K+].[K+].O. The catalyst is C(#N)C. The product is [F:50][C:47]1[CH:48]=[CH:49][C:44]2[N:45]([CH:51]=[C:42]([C:40]([NH:39][C@H:36]3[CH2:37][CH2:38][C@@H:33]([N:23]4[C:24](=[O:32])[C:25]5[CH:30]=[C:29]([F:31])[CH:28]=[N:27][C:26]=5[N:21]([C:17]5[CH:16]=[C:15]([C:12]6[CH:11]=[CH:10][C:9]([CH2:8][CH2:7][CH2:6][NH:56][CH:53]([CH3:55])[CH3:54])=[CH:14][CH:13]=6)[CH:20]=[CH:19][CH:18]=5)[C:22]4=[O:52])[CH2:34][CH2:35]3)=[O:41])[N:43]=2)[CH:46]=1. The yield is 0.0500. (4) The reactants are [CH:1]([C:3]1[CH:4]=[CH:5][C:6]([N:10]2[CH2:15][CH2:14][N:13]([C:16]([O:18][C:19]([CH3:22])([CH3:21])[CH3:20])=[O:17])[CH2:12][CH2:11]2)=[N:7][C:8]=1[OH:9])=O.[CH3:23][C:24]1[CH:29]=[CH:28][N:27]2[CH:30]=[C:31]([CH2:33][C:34](OCC)=[O:35])[N:32]=[C:26]2[CH:25]=1.N1CCCCC1.C(O)(=O)C. The catalyst is CCO.O. The product is [CH3:23][C:24]1[CH:29]=[CH:28][N:27]2[CH:30]=[C:31]([C:33]3[C:34](=[O:35])[O:9][C:8]4=[N:7][C:6]([N:10]5[CH2:15][CH2:14][N:13]([C:16]([O:18][C:19]([CH3:22])([CH3:21])[CH3:20])=[O:17])[CH2:12][CH2:11]5)=[CH:5][CH:4]=[C:3]4[CH:1]=3)[N:32]=[C:26]2[CH:25]=1. The yield is 0.600. (5) The reactants are [C:1]([C:4]1[CH:9]=[CH:8][C:7]([S:10]C(=O)N(C)C)=[C:6]([CH2:16][CH2:17][CH3:18])[C:5]=1[OH:19])(=[O:3])[CH3:2].[OH-].[K+].C(O)C.Cl. The catalyst is O. The product is [OH:19][C:5]1[C:6]([CH2:16][CH2:17][CH3:18])=[C:7]([SH:10])[CH:8]=[CH:9][C:4]=1[C:1](=[O:3])[CH3:2]. The yield is 0.940.